This data is from Forward reaction prediction with 1.9M reactions from USPTO patents (1976-2016). The task is: Predict the product of the given reaction. (1) The product is: [S:1]1[C:5]2[CH:6]=[CH:7][CH:8]=[CH:9][C:4]=2[C:3]([N:10]2[CH2:15][CH2:14][N:13]([CH2:16][CH2:17][C:18]3[CH:23]=[CH:22][CH:21]=[CH:20][C:19]=3[CH:34]([CH2:33][Cl:32])[C:35]([NH2:27])=[O:36])[CH2:12][CH2:11]2)=[N:2]1. Given the reactants [S:1]1[C:5]2[CH:6]=[CH:7][CH:8]=[CH:9][C:4]=2[C:3]([N:10]2[CH2:15][CH2:14][N:13]([CH2:16][CH2:17][C:18]3[CH:23]=[CH:22][CH:21]=[CH:20][C:19]=3N)[CH2:12][CH2:11]2)=[N:2]1.C([N:27](CC)CC)C.[Cl:32][CH2:33][CH2:34][C:35](Cl)=[O:36], predict the reaction product. (2) Given the reactants [CH3:1][S:2]([N:5]1[CH2:10][CH:9]=[C:8]([C:11]2[CH:12]=[C:13]3[CH2:19][C@@:18]([CH3:26])([CH:20]4[CH2:25][CH2:24][NH:23][CH2:22][CH2:21]4)[O:17][C:14]3=[CH:15][N:16]=2)[CH2:7][CH2:6]1)(=[O:4])=[O:3].[F:27][C:28]([F:45])([F:44])[C@@H:29]([O:31][C:32](=O)[O:33]C1C=CC([N+]([O-])=O)=CC=1)[CH3:30], predict the reaction product. The product is: [F:27][C:28]([F:45])([F:44])[C@@H:29]([O:31][C:32]([N:23]1[CH2:24][CH2:25][CH:20]([C@@:18]2([CH3:26])[O:17][C:14]3=[CH:15][N:16]=[C:11]([C:8]4[CH2:9][CH2:10][N:5]([S:2]([CH3:1])(=[O:3])=[O:4])[CH2:6][CH:7]=4)[CH:12]=[C:13]3[CH2:19]2)[CH2:21][CH2:22]1)=[O:33])[CH3:30]. (3) Given the reactants [F:1][C:2]1[CH:3]=[N:4][C:5]([N:12]2[CH2:15][CH:14]([O:16]S(C)(=O)=O)[CH2:13]2)=[C:6]([CH:11]=1)[C:7]([O:9]C)=[O:8].[F:21][C:22]1[CH:23]=[C:24](O)[CH:25]=[CH:26][CH:27]=1, predict the reaction product. The product is: [F:1][C:2]1[CH:3]=[N:4][C:5]([N:12]2[CH2:15][CH:14]([O:16][C:26]3[CH:25]=[CH:24][CH:23]=[C:22]([F:21])[CH:27]=3)[CH2:13]2)=[C:6]([CH:11]=1)[C:7]([OH:9])=[O:8]. (4) The product is: [C:1]([O:5][C:6]([N:8]1[C:16]2[C:11](=[CH:12][C:13]([C:28]#[N:29])=[C:14]([CH2:17][C:18]3[CH:23]=[CH:22][C:21]([F:24])=[CH:20][CH:19]=3)[CH:15]=2)[C:10]([CH3:27])([CH3:26])[CH2:9]1)=[O:7])([CH3:4])([CH3:3])[CH3:2]. Given the reactants [C:1]([O:5][C:6]([N:8]1[C:16]2[C:11](=[CH:12][C:13](Br)=[C:14]([CH2:17][C:18]3[CH:23]=[CH:22][C:21]([F:24])=[CH:20][CH:19]=3)[CH:15]=2)[C:10]([CH3:27])([CH3:26])[CH2:9]1)=[O:7])([CH3:4])([CH3:3])[CH3:2].[CH3:28][N:29](C=O)C, predict the reaction product. (5) Given the reactants [CH3:1][O:2][C:3](=[O:12])[C:4]1[CH:9]=[CH:8][C:7]([CH2:10][OH:11])=[CH:6][CH:5]=1.[O:13]1[CH:18]=[CH:17][CH2:16][CH2:15][CH2:14]1, predict the reaction product. The product is: [CH3:1][O:2][C:3](=[O:12])[C:4]1[CH:9]=[CH:8][C:7]([CH2:10][O:11][CH:14]2[CH2:15][CH2:16][CH2:17][CH2:18][O:13]2)=[CH:6][CH:5]=1. (6) Given the reactants [F:1][C:2]([F:15])([CH3:14])[CH2:3][O:4][C:5]1[N:10]=[CH:9][C:8]([C:11](=O)[CH3:12])=[CH:7][CH:6]=1.[CH3:16][C:17]([S@:20]([NH2:22])=[O:21])([CH3:19])[CH3:18], predict the reaction product. The product is: [F:1][C:2]([F:15])([CH3:14])[CH2:3][O:4][C:5]1[N:10]=[CH:9][C:8]([CH:11]([NH:22][S@@:20]([C:17]([CH3:19])([CH3:18])[CH3:16])=[O:21])[CH3:12])=[CH:7][CH:6]=1.